Dataset: Full USPTO retrosynthesis dataset with 1.9M reactions from patents (1976-2016). Task: Predict the reactants needed to synthesize the given product. (1) Given the product [N+:24]([C:27]1[CH:28]=[CH:29][C:30]([N:33]=[N:34][C:35]2[CH:51]=[CH:50][C:38]([N:39]([CH2:48][CH3:49])[CH2:40][C:41](=[C:42]=[O:43])[O:4][CH2:3][C:1]#[N:2])=[CH:37][C:36]=2[CH3:52])=[CH:31][CH:32]=1)([O-:26])=[O:25], predict the reactants needed to synthesize it. The reactants are: [C:1]([CH2:3][O:4]C(CCNC1C=CC=C(C)C=1)=O)#[N:2].CO.S(=O)(=O)(O)N.[N+:24]([C:27]1[CH:32]=[CH:31][C:30]([N:33]=[N:34][C:35]2[CH:51]=[CH:50][C:38]([N:39]([CH2:48][CH3:49])[CH2:40][CH2:41][C:42](OCC#N)=[O:43])=[CH:37][C:36]=2[CH3:52])=[CH:29][CH:28]=1)([O-:26])=[O:25]. (2) Given the product [C:1]([O:5][C:6]([N:8]1[CH2:12][CH2:11][C@H:10]([O:13][Si:14]([C:17]([CH3:20])([CH3:19])[CH3:18])([CH3:16])[CH3:15])[C@H:9]1[CH2:21][OH:22])=[O:7])([CH3:4])([CH3:3])[CH3:2], predict the reactants needed to synthesize it. The reactants are: [C:1]([O:5][C:6]([N:8]1[CH2:12][CH2:11][C@H:10]([O:13][Si:14]([C:17]([CH3:20])([CH3:19])[CH3:18])([CH3:16])[CH3:15])[C@@:9]1(C)[C:21]([O-])=[O:22])=[O:7])([CH3:4])([CH3:3])[CH3:2].[BH4-].[Li+].C(OCC)(=O)C. (3) Given the product [CH3:3][O:4][CH:5]1[CH2:8][N:7]([CH2:9][CH2:10][CH2:11][NH:12][C:13]2[N:14]=[N+:15]([O-:26])[C:16]3[CH:25]=[C:24]4[C:20]([CH2:21][CH2:22][CH2:23]4)=[CH:19][C:17]=3[N+:18]=2[O-:28])[CH2:6]1, predict the reactants needed to synthesize it. The reactants are: OO.[CH3:3][O:4][CH:5]1[CH2:8][N:7]([CH2:9][CH2:10][CH2:11][NH:12][C:13]2[N:14]=[N+:15]([O-:26])[C:16]3[CH:25]=[C:24]4[C:20]([CH2:21][CH2:22][CH2:23]4)=[CH:19][C:17]=3[N:18]=2)[CH2:6]1.C(O)(C(F)(F)F)=[O:28]. (4) Given the product [Cl:17][C:18]1[CH:23]=[C:22]([N+:24]([O-:26])=[O:25])[CH:21]=[C:20]([Cl:27])[C:19]=1[S:1][C:2]1[S:3][C:4]2[CH:10]=[CH:9][C:8]([C:11]([F:14])([F:13])[F:12])=[CH:7][C:5]=2[N:6]=1, predict the reactants needed to synthesize it. The reactants are: [SH:1][C:2]1[S:3][C:4]2[CH:10]=[CH:9][C:8]([C:11]([F:14])([F:13])[F:12])=[CH:7][C:5]=2[N:6]=1.[H-].[Na+].[Cl:17][C:18]1[CH:23]=[C:22]([N+:24]([O-:26])=[O:25])[CH:21]=[C:20]([Cl:27])[C:19]=1Cl.O. (5) Given the product [F:1][C:2]([F:13])([F:12])[C:3]1[CH:8]=[CH:7][C:6]([C:25]2[CH:24]=[C:23]3[C:28]([CH2:29][CH2:30][N:21]([C:19]([O:18][C:14]([CH3:17])([CH3:16])[CH3:15])=[O:20])[CH2:22]3)=[CH:27][CH:26]=2)=[CH:5][CH:4]=1, predict the reactants needed to synthesize it. The reactants are: [F:1][C:2]([F:13])([F:12])[C:3]1[CH:8]=[CH:7][C:6](B(O)O)=[CH:5][CH:4]=1.[C:14]([O:18][C:19]([N:21]1[CH2:30][CH2:29][C:28]2[C:23](=[CH:24][C:25](Br)=[CH:26][CH:27]=2)[CH2:22]1)=[O:20])([CH3:17])([CH3:16])[CH3:15].C(=O)([O-])[O-].[K+].[K+]. (6) Given the product [CH:5]1[C:6]2[C:11](=[CH:10][CH:9]=[CH:8][CH:7]=2)[CH:12]=[C:3]([CH2:2][NH:14][CH3:13])[N:4]=1, predict the reactants needed to synthesize it. The reactants are: Cl[CH2:2][C:3]1[N:4]=[CH:5][C:6]2[C:11]([CH:12]=1)=[CH:10][CH:9]=[CH:8][CH:7]=2.[CH3:13][NH2:14]. (7) Given the product [O:3]1[C:7]2[CH:8]=[CH:9][C:10]([C@@H:12]3[C:20]4[C:15](=[CH:16][CH:17]=[CH:18][CH:19]=4)[C@H:14]([OH:21])[CH2:13]3)=[CH:11][C:6]=2[O:5][CH2:4]1, predict the reactants needed to synthesize it. The reactants are: [BH4-].[Na+].[O:3]1[C:7]2[CH:8]=[CH:9][C:10]([CH:12]3[C:20]4[C:15](=[CH:16][CH:17]=[CH:18][CH:19]=4)[C:14](=[O:21])[CH2:13]3)=[CH:11][C:6]=2[O:5][CH2:4]1.